From a dataset of Peptide-MHC class I binding affinity with 185,985 pairs from IEDB/IMGT. Regression. Given a peptide amino acid sequence and an MHC pseudo amino acid sequence, predict their binding affinity value. This is MHC class I binding data. The peptide sequence is GQQRSTLERTSKASL. The MHC is HLA-B40:01 with pseudo-sequence HLA-B40:01. The binding affinity (normalized) is 0.0290.